This data is from Full USPTO retrosynthesis dataset with 1.9M reactions from patents (1976-2016). The task is: Predict the reactants needed to synthesize the given product. (1) Given the product [N:30]1([S:36]([C:39]2[CH:40]=[C:41]([NH:45][C:27]([C:26]3[CH:25]=[N:24][N:17]4[C:18]([C:20]([F:23])([F:22])[F:21])=[CH:19][C:14]([C:6]5[CH:7]=[CH:8][C:9]([C:10]([F:11])([F:12])[F:13])=[C:4]([O:3][CH2:1][CH3:2])[CH:5]=5)=[N:15][C:16]=34)=[O:29])[CH:42]=[CH:43][CH:44]=2)(=[O:38])=[O:37])[CH2:31][CH2:32][O:33][CH2:34][CH2:35]1, predict the reactants needed to synthesize it. The reactants are: [CH2:1]([O:3][C:4]1[CH:5]=[C:6]([C:14]2[CH:19]=[C:18]([C:20]([F:23])([F:22])[F:21])[N:17]3[N:24]=[CH:25][C:26]([C:27]([OH:29])=O)=[C:16]3[N:15]=2)[CH:7]=[CH:8][C:9]=1[C:10]([F:13])([F:12])[F:11])[CH3:2].[N:30]1([S:36]([C:39]2[CH:40]=[C:41]([NH2:45])[CH:42]=[CH:43][CH:44]=2)(=[O:38])=[O:37])[CH2:35][CH2:34][O:33][CH2:32][CH2:31]1. (2) The reactants are: Br[C:2]1[CH:3]=[C:4]([C:9]2[N:10]=[N:11][N:12]([CH:14]([CH3:16])[CH3:15])[CH:13]=2)[C:5]([NH2:8])=[N:6][CH:7]=1.[N:17]1([C:23]([C:25]2[CH:30]=[CH:29][C:28](B(O)O)=[CH:27][CH:26]=2)=[O:24])[CH2:22][CH2:21][O:20][CH2:19][CH2:18]1.O.C([O-])([O-])=O.[Cs+].[Cs+]. Given the product [NH2:8][C:5]1[N:6]=[CH:7][C:2]([C:28]2[CH:27]=[CH:26][C:25]([C:23]([N:17]3[CH2:22][CH2:21][O:20][CH2:19][CH2:18]3)=[O:24])=[CH:30][CH:29]=2)=[CH:3][C:4]=1[C:9]1[N:10]=[N:11][N:12]([CH:14]([CH3:16])[CH3:15])[CH:13]=1, predict the reactants needed to synthesize it. (3) The reactants are: [CH3:1][C:2]1([CH3:19])[CH2:6][N:5]([C:7]2[CH:17]=[CH:16][C:10]([C:11]([O:13]CC)=O)=[CH:9][CH:8]=2)[C:4](=[O:18])[CH2:3]1.[CH:20]1([C:23]2[CH:24]=[C:25]([CH3:35])[C:26]([N:29]3[CH2:34][CH2:33][NH:32][CH2:31][CH2:30]3)=[N:27][CH:28]=2)[CH2:22][CH2:21]1. Given the product [CH:20]1([C:23]2[CH:24]=[C:25]([CH3:35])[C:26]([N:29]3[CH2:30][CH2:31][N:32]([C:11]([C:10]4[CH:9]=[CH:8][C:7]([N:5]5[CH2:6][C:2]([CH3:1])([CH3:19])[CH2:3][C:4]5=[O:18])=[CH:17][CH:16]=4)=[O:13])[CH2:33][CH2:34]3)=[N:27][CH:28]=2)[CH2:22][CH2:21]1, predict the reactants needed to synthesize it. (4) The reactants are: [C:1]([O:5][C:6](=[O:34])[NH:7][C@H:8]([C:26]([N:28]1[CH2:32][CH2:31][C@H:30]([F:33])[CH2:29]1)=[O:27])[C@H:9]([CH:11]1[CH2:16][CH2:15][CH:14]([N:17](CC2C=CC=CC=2)[CH3:18])[CH2:13][CH2:12]1)[CH3:10])([CH3:4])([CH3:3])[CH3:2].[H][H]. Given the product [C:1]([O:5][C:6](=[O:34])[NH:7][C@H:8]([C:26]([N:28]1[CH2:32][CH2:31][C@H:30]([F:33])[CH2:29]1)=[O:27])[C@H:9]([CH:11]1[CH2:16][CH2:15][CH:14]([NH:17][CH3:18])[CH2:13][CH2:12]1)[CH3:10])([CH3:2])([CH3:3])[CH3:4], predict the reactants needed to synthesize it. (5) Given the product [F:9][C:6]1[CH:5]=[C:4]([OH:16])[C:3]([N+:10]([O-:12])=[O:11])=[C:2]([F:1])[CH:7]=1, predict the reactants needed to synthesize it. The reactants are: [F:1][C:2]1[C:7](F)=[C:6]([F:9])[CH:5]=[CH:4][C:3]=1[N+:10]([O-:12])=[O:11].[Na].CC[O:16]CC. (6) Given the product [OH:37][C:33]1[CH:32]=[C:31]([NH:30][C:7]2[NH:8][C:3](=[O:2])[CH:4]=[C:5]([C:13]3[CH:29]=[CH:28][C:16]4[NH:17][C:18]([NH:20][C:21]([C:23]5[S:24][CH:25]=[CH:26][CH:27]=5)=[O:22])=[N:19][C:15]=4[CH:14]=3)[N:6]=2)[CH:36]=[CH:35][CH:34]=1, predict the reactants needed to synthesize it. The reactants are: C[O:2][C:3]1[N:8]=[C:7](S(C)(=O)=O)[N:6]=[C:5]([C:13]2[CH:29]=[CH:28][C:16]3[NH:17][C:18]([NH:20][C:21]([C:23]4[S:24][CH:25]=[CH:26][CH:27]=4)=[O:22])=[N:19][C:15]=3[CH:14]=2)[CH:4]=1.[NH2:30][C:31]1[CH:32]=[C:33]([OH:37])[CH:34]=[CH:35][CH:36]=1. (7) Given the product [O:1]1[C:5]2[CH:6]=[CH:7][CH:8]=[CH:9][C:4]=2[N:3]=[C:2]1[C:10]1[CH:11]=[CH:12][C:13]2[N:17]([CH:18]3[CH2:23][CH2:22][O:21][CH2:20][CH2:19]3)[C:27]([C:26]([Cl:32])([Cl:31])[Cl:25])=[N:15][C:14]=2[CH:16]=1, predict the reactants needed to synthesize it. The reactants are: [O:1]1[C:5]2[CH:6]=[CH:7][CH:8]=[CH:9][C:4]=2[N:3]=[C:2]1[C:10]1[CH:11]=[CH:12][C:13]([NH:17][CH:18]2[CH2:23][CH2:22][O:21][CH2:20][CH2:19]2)=[C:14]([CH:16]=1)[NH2:15].Cl.[Cl:25][C:26]([Cl:32])([Cl:31])[C:27](=N)OC.O.